From a dataset of Full USPTO retrosynthesis dataset with 1.9M reactions from patents (1976-2016). Predict the reactants needed to synthesize the given product. Given the product [NH2:15][C:3]1[C:2]([Br:1])=[C:10]([O:11][CH3:12])[C:9]([O:13][CH3:14])=[CH:8][C:4]=1[C:5]([NH2:7])=[O:6], predict the reactants needed to synthesize it. The reactants are: [Br:1][C:2]1[C:3]([N+:15]([O-])=O)=[C:4]([CH:8]=[C:9]([O:13][CH3:14])[C:10]=1[O:11][CH3:12])[C:5]([NH2:7])=[O:6].